The task is: Predict the reaction yield, written as a fraction of the theoretical maximum amount of product (1.0 means a 100% yield; for example, 0.34 means a 34% yield).. This data is from Reaction yield outcomes from USPTO patents with 853,638 reactions. (1) The reactants are [CH3:1][O:2][C:3]1[CH:8]=[CH:7][N:6]=[C:5]2[CH2:9][CH2:10][CH2:11][C:4]=12.S(=O)(=O)(O)O.[N+:17]([O-])([O-:19])=[O:18].[K+].[OH-].[Na+]. No catalyst specified. The product is [CH3:1][O:2][C:3]1[C:8]([N+:17]([O-:19])=[O:18])=[CH:7][N:6]=[C:5]2[CH2:9][CH2:10][CH2:11][C:4]=12. The yield is 0.410. (2) The catalyst is ClCCl. The yield is 0.640. The reactants are O[C:2]1[C:3](=[O:14])[NH:4][C:5](=[O:13])[C:6]=1[C:7]1[CH:12]=[CH:11][CH:10]=[CH:9][CH:8]=1.CN(C=O)C.C(Cl)(=O)C([Cl:23])=O. The product is [Cl:23][C:2]1[C:3](=[O:14])[NH:4][C:5](=[O:13])[C:6]=1[C:7]1[CH:12]=[CH:11][CH:10]=[CH:9][CH:8]=1.